From a dataset of Full USPTO retrosynthesis dataset with 1.9M reactions from patents (1976-2016). Predict the reactants needed to synthesize the given product. (1) Given the product [Br:11][CH2:10][CH2:9][C:5]1[CH:4]=[C:3]([O:2][CH3:1])[CH:8]=[CH:7][C:6]=1[I:12], predict the reactants needed to synthesize it. The reactants are: [CH3:1][O:2][C:3]1[CH:4]=[C:5]([CH2:9][CH2:10][Br:11])[CH:6]=[CH:7][CH:8]=1.[I:12]Cl. (2) Given the product [C:16]1([C:28]2[CH:29]=[CH:30][CH:31]=[CH:32][CH:33]=2)[CH:21]=[CH:20][CH:19]=[C:18]([N:22]2[CH2:23][CH2:24][N:25]([C:8]([NH:7][C:3]3[CH:2]=[N:1][CH:6]=[CH:5][CH:4]=3)=[O:15])[CH2:26][CH2:27]2)[CH:17]=1, predict the reactants needed to synthesize it. The reactants are: [N:1]1[CH:6]=[CH:5][CH:4]=[C:3]([NH:7][C:8](=[O:15])OCC(Cl)(Cl)Cl)[CH:2]=1.[C:16]1([C:28]2[CH:33]=[CH:32][CH:31]=[CH:30][CH:29]=2)[CH:21]=[CH:20][CH:19]=[C:18]([N:22]2[CH2:27][CH2:26][NH:25][CH2:24][CH2:23]2)[CH:17]=1.C(N(C(C)C)CC)(C)C.O.